Predict which catalyst facilitates the given reaction. From a dataset of Catalyst prediction with 721,799 reactions and 888 catalyst types from USPTO. (1) Reactant: [N+:1]([C:4]1[CH:16]=[CH:15][C:7]2[O:8][C:9]3[CH:14]=[CH:13][CH:12]=[CH:11][C:10]=3[C:6]=2[CH:5]=1)([O-])=O.[H][H]. Product: [NH2:1][C:4]1[CH:16]=[CH:15][C:7]2[O:8][C:9]3[CH:14]=[CH:13][CH:12]=[CH:11][C:10]=3[C:6]=2[CH:5]=1. The catalyst class is: 78. (2) Reactant: [Cl:1][C:2]1[C:3]([C:9](=[N:25][O:26][CH2:27][CH3:28])[C@@H:10]([NH:12][C:13](=[O:24])[C:14]2[CH:19]=[CH:18][CH:17]=[CH:16][C:15]=2[C:20]([F:23])([F:22])[F:21])[CH3:11])=[N:4][CH:5]=[C:6]([Cl:8])[CH:7]=1. Product: [Cl:1][C:2]1[C:3](/[C:9](=[N:25]\[O:26][CH2:27][CH3:28])/[C@@H:10]([NH:12][C:13](=[O:24])[C:14]2[CH:19]=[CH:18][CH:17]=[CH:16][C:15]=2[C:20]([F:22])([F:21])[F:23])[CH3:11])=[N:4][CH:5]=[C:6]([Cl:8])[CH:7]=1. The catalyst class is: 10.